Predict the product of the given reaction. From a dataset of Forward reaction prediction with 1.9M reactions from USPTO patents (1976-2016). (1) Given the reactants [C:1]1([CH3:36])[CH:6]=[CH:5][C:4]([C:7]2[NH:11][N:10]=[C:9]([NH:12][C:13]([C:15]3[CH:20]=[CH:19][CH:18]=[C:17]([C:21]([NH:23][C:24]4[CH:28]=[C:27]([C:29]5[CH:34]=[CH:33][C:32]([CH3:35])=[CH:31][CH:30]=5)[NH:26][N:25]=4)=O)[N:16]=3)=O)[CH:8]=2)=[CH:3][CH:2]=1.CO.Cl, predict the reaction product. The product is: [N:16]1[C:17]([CH2:21][NH:23][C:24]2[CH:28]=[C:27]([C:29]3[CH:30]=[CH:31][C:32]([CH3:35])=[CH:33][CH:34]=3)[NH:26][N:25]=2)=[CH:18][CH:19]=[CH:20][C:15]=1[CH2:13][NH:12][C:9]1[CH:8]=[C:7]([C:4]2[CH:3]=[CH:2][C:1]([CH3:36])=[CH:6][CH:5]=2)[NH:11][N:10]=1. (2) Given the reactants Br[C:2]1[CH:8]=[CH:7][C:5]([NH2:6])=[C:4]([CH3:9])[CH:3]=1.[CH3:10][C:11]1[CH:16]=[CH:15][C:14](B(O)O)=[CH:13][CH:12]=1, predict the reaction product. The product is: [CH3:9][C:4]1[CH:3]=[C:2]([C:14]2[CH:15]=[CH:16][C:11]([CH3:10])=[CH:12][CH:13]=2)[CH:8]=[CH:7][C:5]=1[NH2:6]. (3) Given the reactants [CH3:1][O:2][C:3]1[CH:4]=[C:5]2[C:9](=[CH:10][CH:11]=1)[NH:8][C:7](=[O:12])[C:6]2=O.Cl.[NH:15]([C:17]1[CH:22]=[CH:21][C:20]([S:23]([NH2:26])(=[O:25])=[O:24])=[CH:19][CH:18]=1)[NH2:16], predict the reaction product. The product is: [CH3:1][O:2][C:3]1[CH:4]=[C:5]2[C:9](=[CH:10][CH:11]=1)[NH:8][C:7](=[O:12])[C:6]2=[N:16][NH:15][C:17]1[CH:22]=[CH:21][C:20]([S:23]([NH2:26])(=[O:24])=[O:25])=[CH:19][CH:18]=1. (4) Given the reactants [NH2:1][C:2]1[C:10]2[C:5](=[CH:6][C:7](Br)=[CH:8][CH:9]=2)[N:4]([C:12]([O:14][C:15]([CH3:18])([CH3:17])[CH3:16])=[O:13])[N:3]=1.CC1(C)C(C)(C)OB([C:27]2[CH:32]=[CH:31][C:30]([C:33]3[NH:37][C:36]([C@@H:38]4[CH2:42][CH2:41][CH2:40][N:39]4[C:43]([O:45][C:46]([CH3:49])([CH3:48])[CH3:47])=[O:44])=[N:35][CH:34]=3)=[CH:29][CH:28]=2)O1.C([O-])(O)=O.[Na+], predict the reaction product. The product is: [NH2:1][C:2]1[C:10]2[C:5](=[CH:6][C:7]([C:27]3[CH:28]=[CH:29][C:30]([C:33]4[NH:37][C:36]([C@@H:38]5[CH2:42][CH2:41][CH2:40][N:39]5[C:43]([O:45][C:46]([CH3:49])([CH3:48])[CH3:47])=[O:44])=[N:35][CH:34]=4)=[CH:31][CH:32]=3)=[CH:8][CH:9]=2)[N:4]([C:12]([O:14][C:15]([CH3:18])([CH3:17])[CH3:16])=[O:13])[N:3]=1.